Dataset: Forward reaction prediction with 1.9M reactions from USPTO patents (1976-2016). Task: Predict the product of the given reaction. (1) Given the reactants [OH:1][C:2]1[C:11]([C:12]2[O:13][CH:14]=[CH:15][N:16]=2)=[CH:10][C:9]2[N:8]=[CH:7][CH:6]=[N:5][C:4]=2[C:3]=1[C:17]([OH:19])=O.Cl.[CH2:21]([O:23][C:24](=[O:27])[CH2:25][NH2:26])[CH3:22].C(N(CC)CC)C.C1CN([P+](ON2N=NC3C=CC=CC2=3)(N2CCCC2)N2CCCC2)CC1.F[P-](F)(F)(F)(F)F, predict the reaction product. The product is: [OH:1][C:2]1[C:3]([C:17]([NH:26][CH2:25][C:24]([O:23][CH2:21][CH3:22])=[O:27])=[O:19])=[C:4]2[C:9](=[CH:10][C:11]=1[C:12]1[O:13][CH:14]=[CH:15][N:16]=1)[N:8]=[CH:7][CH:6]=[N:5]2. (2) The product is: [OH:41][CH2:40][CH2:39][C:32]1[C:31]2[C:36](=[CH:37][C:28]([OH:27])=[CH:29][CH:30]=2)[O:35][CH:34]([C:2]2[CH:16]=[CH:15][C:5]([O:6][CH2:7][CH2:8][N:9]3[CH2:14][CH2:13][CH2:12][CH2:11][CH2:10]3)=[CH:4][CH:3]=2)[CH:33]=1. Given the reactants I[C:2]1[CH:16]=[CH:15][C:5]([O:6][CH2:7][CH2:8][N:9]2[CH2:14][CH2:13][CH2:12][CH2:11][CH2:10]2)=[CH:4][CH:3]=1.C([Li])CCC.C([Si](C)(C)[O:27][C:28]1[CH:37]=[C:36]2[C:31]([C:32]([CH2:39][CH2:40][O:41][Si](C(C)(C)C)(C)C)=[CH:33][CH:34](O)[O:35]2)=[CH:30][CH:29]=1)(C)(C)C.C(O)(C(F)(F)F)=O.C1C=CN=CC=1.F, predict the reaction product. (3) Given the reactants Cl[C:2]1[CH:7]=[CH:6][N:5]=[C:4]2[CH:8]=[C:9]([C:11]([N:13]3[CH2:17][CH2:16][C@@H:15]([OH:18])[CH2:14]3)=[O:12])[S:10][C:3]=12.[CH3:19][NH:20][C:21]([C:23]1[C:31]2[C:26](=[CH:27][C:28]([OH:32])=[CH:29][CH:30]=2)[NH:25][C:24]=1[CH3:33])=[O:22].C([O-])([O-])=O.[Cs+].[Cs+], predict the reaction product. The product is: [CH3:19][NH:20][C:21]([C:23]1[C:31]2[C:26](=[CH:27][C:28]([O:32][C:2]3[CH:7]=[CH:6][N:5]=[C:4]4[CH:8]=[C:9]([C:11]([N:13]5[CH2:17][CH2:16][CH:15]([OH:18])[CH2:14]5)=[O:12])[S:10][C:3]=34)=[CH:29][CH:30]=2)[NH:25][C:24]=1[CH3:33])=[O:22]. (4) Given the reactants [OH:1][CH2:2][CH:3]([C:9]1[CH:14]=[C:13]([CH3:15])[CH:12]=[C:11]([O:16][CH3:17])[CH:10]=1)[C:4]([O:6]CC)=[O:5].[OH-].[Na+], predict the reaction product. The product is: [OH:1][CH2:2][CH:3]([C:9]1[CH:14]=[C:13]([CH3:15])[CH:12]=[C:11]([O:16][CH3:17])[CH:10]=1)[C:4]([OH:6])=[O:5].